Predict which catalyst facilitates the given reaction. From a dataset of Catalyst prediction with 721,799 reactions and 888 catalyst types from USPTO. (1) Reactant: C(OC(=O)[NH:10][C:11]1[CH:16]=[CH:15][CH:14]=[C:13]([C:17]2[N:21]([CH:22]3[CH2:24][CH2:23]3)[CH:20]=[N:19][N:18]=2)[CH:12]=1)C1C=CC=CC=1. Product: [CH:22]1([N:21]2[CH:20]=[N:19][N:18]=[C:17]2[C:13]2[CH:12]=[C:11]([NH2:10])[CH:16]=[CH:15][CH:14]=2)[CH2:24][CH2:23]1. The catalyst class is: 201. (2) Reactant: [CH3:1][C:2]([O:7][C:8]1[CH:13]=[C:12]([CH3:14])[CH:11]=[C:10]([CH3:15])[C:9]=1[CH3:16])([CH3:6])[C:3]([OH:5])=O. Product: [CH3:6][C:2]1([CH3:1])[C:3](=[O:5])[C:13]2[C:12]([CH3:14])=[CH:11][C:10]([CH3:15])=[C:9]([CH3:16])[C:8]=2[O:7]1. The catalyst class is: 6. (3) Reactant: [Cl:1][C:2]1[CH:31]=[CH:30][C:5]2[N:6](S(=O)(=O)N(C)C)[C:7]([C:9]3([C:22]#[N:23])[CH2:14][CH2:13][N:12](C(OC(C)(C)C)=O)[CH2:11][CH2:10]3)=[N:8][C:4]=2[CH:3]=1.Cl.CC(O)C. Product: [Cl:1][C:2]1[CH:31]=[CH:30][C:5]2[NH:6][C:7]([C:9]3([C:22]#[N:23])[CH2:14][CH2:13][NH:12][CH2:11][CH2:10]3)=[N:8][C:4]=2[CH:3]=1. The catalyst class is: 10. (4) Reactant: C[O:2][C:3](=O)[C:4]1[CH:9]=[C:8]([O:10][CH3:11])[CH:7]=[CH:6][C:5]=1[N:12]1[C:16]2[C:17](=[O:28])[N:18]([C:21]3[CH:26]=[CH:25][C:24]([I:27])=[CH:23][CH:22]=3)[CH2:19][CH2:20][C:15]=2[C:14]([C:29]([F:32])([F:31])[F:30])=[N:13]1.[CH3:34][N:35]1[CH2:39][CH2:38][CH2:37][CH:36]1[CH2:40][CH2:41][NH2:42].O. Product: [I:27][C:24]1[CH:23]=[CH:22][C:21]([N:18]2[CH2:19][CH2:20][C:15]3[C:14]([C:29]([F:32])([F:30])[F:31])=[N:13][N:12]([C:5]4[CH:6]=[CH:7][C:8]([O:10][CH3:11])=[CH:9][C:4]=4[C:3]([NH:42][CH2:41][CH2:40][CH:36]4[CH2:37][CH2:38][CH2:39][N:35]4[CH3:34])=[O:2])[C:16]=3[C:17]2=[O:28])=[CH:26][CH:25]=1. The catalyst class is: 196. (5) Reactant: [CH:1]1([NH:6][C:7]([C:9]2[C:13]([N+:14]([O-])=O)=[CH:12][N:11]([CH3:17])[N:10]=2)=[O:8])[CH2:5][CH2:4][CH2:3][CH2:2]1.C([O-])=O.[NH4+]. Product: [NH2:14][C:13]1[C:9]([C:7]([NH:6][CH:1]2[CH2:5][CH2:4][CH2:3][CH2:2]2)=[O:8])=[N:10][N:11]([CH3:17])[CH:12]=1. The catalyst class is: 349. (6) Product: [Cl:1][C:2]1[CH:7]=[CH:6][C:5]([O:8][C:9]2[CH:14]=[CH:13][C:12]([CH2:15][S:29][C:26]3[NH:27][CH:28]=[C:23]([CH2:21][CH3:22])[C:24](=[O:30])[N:25]=3)=[CH:11][CH:10]=2)=[CH:4][C:3]=1[C:17]([F:20])([F:19])[F:18]. Reactant: [Cl:1][C:2]1[CH:7]=[CH:6][C:5]([O:8][C:9]2[CH:14]=[CH:13][C:12]([CH2:15]Cl)=[CH:11][CH:10]=2)=[CH:4][C:3]=1[C:17]([F:20])([F:19])[F:18].[CH2:21]([C:23]1[C:24](=[O:30])[NH:25][C:26](=[S:29])[NH:27][CH:28]=1)[CH3:22].CCN(C(C)C)C(C)C. The catalyst class is: 26.